Dataset: Full USPTO retrosynthesis dataset with 1.9M reactions from patents (1976-2016). Task: Predict the reactants needed to synthesize the given product. (1) Given the product [OH:6][CH:4]([CH3:5])[CH2:3][N+:2]([CH3:7])([CH3:1])[CH2:12][C:13]([O-:15])=[O:14], predict the reactants needed to synthesize it. The reactants are: [CH3:1][N:2]([CH3:7])[CH2:3][CH:4]([OH:6])[CH3:5].ClCCl.Br[CH2:12][C:13]([O:15]CC)=[O:14]. (2) Given the product [OH:11][CH2:10][C@@H:9]([NH:8][C:6](=[O:7])[O:5][C:1]([CH3:3])([CH3:2])[CH3:4])[CH2:14][C:15]1[CH:16]=[N:17][C:18]([C:21]([F:24])([F:23])[F:22])=[CH:19][CH:20]=1, predict the reactants needed to synthesize it. The reactants are: [C:1]([O:5][C:6]([NH:8][C@@H:9]([CH2:14][C:15]1[CH:16]=[N:17][C:18]([C:21]([F:24])([F:23])[F:22])=[CH:19][CH:20]=1)[C:10](OC)=[O:11])=[O:7])([CH3:4])([CH3:3])[CH3:2].[BH4-].[Li+]. (3) Given the product [C:1]([C:3]1[CH:8]=[CH:7][C:6]([S:9]([O-:11])(=[O:14])=[O:10])=[CH:5][CH:4]=1)#[N:2].[Ag+:17], predict the reactants needed to synthesize it. The reactants are: [C:1]([C:3]1[CH:8]=[CH:7][C:6]([S:9](Cl)(=[O:11])=[O:10])=[CH:5][CH:4]=1)#[N:2].C(=O)([O-])[O-:14].[Ag+2:17].CCCCCC.C(OCC)(=O)C. (4) Given the product [CH:24]1[C:28]2[CH:2]([CH2:3][O:19][C:18]([NH:1][C@H:2]3[CH2:8][CH2:7][CH2:6][CH2:5][N:4]([CH2:9][C:10]([O:12][C:13]([CH3:14])([CH3:16])[CH3:15])=[O:11])[C:3]3=[O:17])=[O:21])[C:8]3[C:25](=[CH:26][CH:5]=[CH:6][CH:7]=3)[C:24]=2[CH:28]=[CH:26][CH:25]=1, predict the reactants needed to synthesize it. The reactants are: [NH2:1][C@H:2]1[CH2:8][CH2:7][CH2:6][CH2:5][N:4]([CH2:9][C:10]([O:12][C:13]([CH3:16])([CH3:15])[CH3:14])=[O:11])[C:3]1=[O:17].[C:18](=[O:21])([O-])[O-:19].[Na+].[Na+].[CH2:24]1[CH2:28]O[CH2:26][CH2:25]1. (5) Given the product [CH3:16][O:5][C:4](=[O:6])[C:3]1[CH:7]=[CH:8][C:9]([N+:11]([O-:13])=[O:12])=[CH:10][C:2]=1[CH3:1], predict the reactants needed to synthesize it. The reactants are: [CH3:1][C:2]1[CH:10]=[C:9]([N+:11]([O-:13])=[O:12])[CH:8]=[CH:7][C:3]=1[C:4]([OH:6])=[O:5].CI.[C:16]([O-])([O-])=O.[K+].[K+]. (6) Given the product [CH3:1][NH:2][C:3]([C:5]1[S:6][C:7]([Br:23])=[C:8]([CH3:19])[C:9]=1[NH:10][C:11]1[C:16]([Cl:17])=[CH:15][N:14]=[C:13]([Cl:18])[N:12]=1)=[O:4], predict the reactants needed to synthesize it. The reactants are: [CH3:1][NH:2][C:3]([C:5]1[S:6][CH:7]=[C:8]([CH3:19])[C:9]=1[NH:10][C:11]1[C:16]([Cl:17])=[CH:15][N:14]=[C:13]([Cl:18])[N:12]=1)=[O:4].C(Cl)Cl.[Br:23]N1C(=O)CCC1=O. (7) Given the product [C:19]([O:18][C:16]([NH:15][CH:9]1[C:8]2[C:13](=[CH:14][C:5]([C:3]([OH:4])=[O:2])=[C:6]([CH3:23])[CH:7]=2)[S:12][CH2:11][CH2:10]1)=[O:17])([CH3:22])([CH3:20])[CH3:21], predict the reactants needed to synthesize it. The reactants are: C[O:2][C:3]([C:5]1[CH:14]=[C:13]2[C:8]([CH:9]([NH:15][C:16]([O:18][C:19]([CH3:22])([CH3:21])[CH3:20])=[O:17])[CH2:10][CH2:11][S:12]2)=[CH:7][C:6]=1[CH3:23])=[O:4].C(=O)([O-])[O-].[K+].[K+].